From a dataset of Peptide-MHC class II binding affinity with 134,281 pairs from IEDB. Regression. Given a peptide amino acid sequence and an MHC pseudo amino acid sequence, predict their binding affinity value. This is MHC class II binding data. (1) The MHC is HLA-DPA10103-DPB10301 with pseudo-sequence HLA-DPA10103-DPB10301. The peptide sequence is AFKVAATAAWAAPAN. The binding affinity (normalized) is 0.699. (2) The peptide sequence is KEDFLRCLVKEIPPR. The MHC is HLA-DQA10101-DQB10501 with pseudo-sequence HLA-DQA10101-DQB10501. The binding affinity (normalized) is 0. (3) The peptide sequence is FSLSAAVKAGASLID. The MHC is DRB1_0701 with pseudo-sequence DRB1_0701. The binding affinity (normalized) is 0.963. (4) The peptide sequence is YDSFLANVSTVLTGK. The MHC is DRB1_0701 with pseudo-sequence DRB1_0701. The binding affinity (normalized) is 0.701. (5) The peptide sequence is ILVTVNPIASTNDDE. The MHC is DRB3_0202 with pseudo-sequence DRB3_0202. The binding affinity (normalized) is 0. (6) The peptide sequence is VEDNLVKLKNVLNVY. The MHC is HLA-DQA10102-DQB10602 with pseudo-sequence HLA-DQA10102-DQB10602. The binding affinity (normalized) is 0.263. (7) The peptide sequence is MTLKGTSYKICTDKM. The MHC is DRB1_0801 with pseudo-sequence DRB1_0801. The binding affinity (normalized) is 0.411. (8) The peptide sequence is YDKFLANVLTVLTGK. The MHC is DRB1_0404 with pseudo-sequence DRB1_0404. The binding affinity (normalized) is 0.780.